This data is from Reaction yield outcomes from USPTO patents with 853,638 reactions. The task is: Predict the reaction yield, written as a fraction of the theoretical maximum amount of product (1.0 means a 100% yield; for example, 0.34 means a 34% yield). (1) The product is [CH:13]1([C:18]2[O:12][C:11]3[C:3](=[C:4]([C:5]([OH:7])=[O:6])[CH:8]=[CH:9][CH:10]=3)[N:2]=2)[CH2:17][CH2:16][CH2:15][CH2:14]1. The catalyst is ClCCl. The yield is 0.750. The reactants are Br.[NH2:2][C:3]1[C:11]([OH:12])=[CH:10][CH:9]=[CH:8][C:4]=1[C:5]([OH:7])=[O:6].[CH:13]1([C:18](Cl)=O)[CH2:17][CH2:16][CH2:15][CH2:14]1.C(N(CC)CC)C.O.C1(C)C=CC(S(O)(=O)=O)=CC=1. (2) The reactants are [NH2:1][C:2]1[CH:26]=[CH:25][C:5]([O:6][C:7]2[CH:12]=[CH:11][N:10]=[C:9]([NH:13][C:14](=[O:24])[N:15]([CH3:23])[CH:16]3[CH2:21][CH2:20][N:19]([CH3:22])[CH2:18][CH2:17]3)[CH:8]=2)=[C:4]([F:27])[CH:3]=1.[C:28]1([CH2:34][C:35]([N:37]=[C:38]=[O:39])=[O:36])[CH:33]=[CH:32][CH:31]=[CH:30][CH:29]=1.C(OCC)C.CCCCCC. The catalyst is O1CCCC1.FC1C=C(NC(NC(=O)CC2C=CC=CC=2)=S)C=CC=1OC1N=CN=C(NC(N2CCCC2)=O)C=1. The product is [F:27][C:4]1[CH:3]=[C:2]([NH:1][C:38]([NH:37][C:35](=[O:36])[CH2:34][C:28]2[CH:29]=[CH:30][CH:31]=[CH:32][CH:33]=2)=[O:39])[CH:26]=[CH:25][C:5]=1[O:6][C:7]1[CH:12]=[CH:11][N:10]=[C:9]([NH:13][C:14](=[O:24])[N:15]([CH3:23])[CH:16]2[CH2:17][CH2:18][N:19]([CH3:22])[CH2:20][CH2:21]2)[CH:8]=1. The yield is 0.881. (3) The reactants are [NH2:1][C:2]1[C:7]([N+:8]([O-:10])=[O:9])=[C:6]([N:11]2[CH2:16][CH2:15]N(CC(NC3SC=CN=3)=O)[CH2:13][CH2:12]2)[C:5]([Br:26])=[CH:4][N:3]=1.BrC1C(Cl)=C([N+]([O-])=O)C(N)=NC=1.CCN(C(C)C)C(C)C.[CH2:48]([CH:55]1CCNCC1)[C:49]1[CH:54]=[CH:53][CH:52]=[CH:51][CH:50]=1. The catalyst is C(O)(C)C. The product is [CH2:48]([CH:55]1[CH2:13][CH2:12][N:11]([C:6]2[C:5]([Br:26])=[CH:4][N:3]=[C:2]([NH2:1])[C:7]=2[N+:8]([O-:10])=[O:9])[CH2:16][CH2:15]1)[C:49]1[CH:54]=[CH:53][CH:52]=[CH:51][CH:50]=1. The yield is 0.720. (4) The yield is 0.750. The catalyst is C1(OC)C=CC=CC=1. The reactants are [NH2:1][C:2]1[C:11]([S:12]CC2C=CC(OC)=CC=2)=[CH:10][C:5]([C:6]([O:8][CH3:9])=[O:7])=[C:4]([NH:22][C:23]2[CH:28]=[CH:27][CH:26]=[CH:25][C:24]=2[F:29])[C:3]=1[F:30].C(O)(C(F)(F)F)=O. The product is [NH2:1][C:2]1[C:11]([SH:12])=[CH:10][C:5]([C:6]([O:8][CH3:9])=[O:7])=[C:4]([NH:22][C:23]2[CH:28]=[CH:27][CH:26]=[CH:25][C:24]=2[F:29])[C:3]=1[F:30]. (5) The reactants are [Cl:1][C:2]1[C:3]([F:31])=[C:4]([CH:8]2[C:12]([C:15]3[CH:20]=[CH:19][C:18]([Cl:21])=[CH:17][C:16]=3[F:22])([C:13]#[N:14])[CH:11]([CH2:23][C:24]([CH3:27])([CH3:26])[CH3:25])[NH:10][CH:9]2[C:28]([OH:30])=O)[CH:5]=[CH:6][CH:7]=1.CN(C(ON1N=NC2C=CC=NC1=2)=[N+](C)C)C.F[P-](F)(F)(F)(F)F.[CH3:56][O:57][C:58](=[O:68])[C:59]1[CH:64]=[CH:63][C:62]([NH2:65])=[CH:61][C:60]=1[O:66][CH3:67].C(N(C(C)C)CC)(C)C. The catalyst is C(Cl)Cl. The product is [CH3:56][O:57][C:58](=[O:68])[C:59]1[CH:64]=[CH:63][C:62]([NH:65][C:28]([C@H:9]2[C@H:8]([C:4]3[CH:5]=[CH:6][CH:7]=[C:2]([Cl:1])[C:3]=3[F:31])[C@:12]([C:15]3[CH:20]=[CH:19][C:18]([Cl:21])=[CH:17][C:16]=3[F:22])([C:13]#[N:14])[C@H:11]([CH2:23][C:24]([CH3:27])([CH3:25])[CH3:26])[NH:10]2)=[O:30])=[CH:61][C:60]=1[O:66][CH3:67]. The yield is 0.919. (6) The catalyst is C(Cl)Cl. The yield is 0.950. The reactants are [NH2:1][C:2]1[CH:7]=[CH:6][C:5]([C:8]2[CH:13]=[CH:12][C:11]([CH:14]([CH3:25])[C:15]([O:17][CH2:18][C:19]3[CH:24]=[CH:23][CH:22]=[CH:21][CH:20]=3)=[O:16])=[CH:10][C:9]=2[F:26])=[CH:4][CH:3]=1.C(N(CC)CC)C.[Cl:34][CH2:35][C:36](Cl)=[O:37]. The product is [Cl:34][CH2:35][C:36]([NH:1][C:2]1[CH:3]=[CH:4][C:5]([C:8]2[CH:13]=[CH:12][C:11]([CH:14]([CH3:25])[C:15]([O:17][CH2:18][C:19]3[CH:20]=[CH:21][CH:22]=[CH:23][CH:24]=3)=[O:16])=[CH:10][C:9]=2[F:26])=[CH:6][CH:7]=1)=[O:37]. (7) The reactants are [O:1]=[C:2]1[CH:8](C(OC)=O)[CH2:7][C:6]2[CH:13]=[CH:14][CH:15]=[CH:16][C:5]=2[CH2:4][CH:3]1C(OC)=O.[OH-].[K+]. The catalyst is C(O)C. The product is [CH:13]1[C:6]2[CH2:7][CH2:8][C:2](=[O:1])[CH2:3][CH2:4][C:5]=2[CH:16]=[CH:15][CH:14]=1. The yield is 0.570. (8) The reactants are [CH2:1]([N:4]1[C:12](=[O:13])[C:11]2[N:10]=[CH:9][NH:8][C:7]=2[N:6]([CH2:14][CH2:15][CH3:16])[C:5]1=[O:17])[CH2:2][CH3:3].C[C:29]1[CH:34]=[CH:33]C(S([O-])(=[O:26])=[O:26])=[CH:31][CH:30]=1.[CH:29]1[CH:34]=[CH:33][NH+]=[CH:31][CH:30]=1. The catalyst is O1C=CCCC1.C(Cl)(Cl)Cl.C(Cl)Cl. The product is [CH2:1]([N:4]1[C:12](=[O:13])[C:11]2[N:10]([CH:33]3[CH2:34][CH2:29][CH2:30][CH2:31][O:26]3)[CH:9]=[N:8][C:7]=2[N:6]([CH2:14][CH2:15][CH3:16])[C:5]1=[O:17])[CH2:2][CH3:3]. The yield is 0.890. (9) The reactants are [CH2:1]([C:3]1[C:8]([OH:9])=[CH:7][CH:6]=[CH:5][N:4]=1)[CH3:2].[H-].[Na+].Br[C:13]1[CH:14]=[C:15]([N+]([O-])=O)[C:16]([C:19]#[N:20])=[N:17][CH:18]=1.[NH:24]1[CH:29]=[CH:28][CH:27]=[CH:26][C:25]1=[S:30]. The catalyst is CN(C=O)C. The product is [CH2:1]([C:3]1[C:8]([O:9][C:15]2[C:16]([C:19]#[N:20])=[N:17][CH:18]=[C:13]([S:30][C:25]3[CH:26]=[CH:27][CH:28]=[CH:29][N:24]=3)[CH:14]=2)=[CH:7][CH:6]=[CH:5][N:4]=1)[CH3:2]. The yield is 1.08.